This data is from Full USPTO retrosynthesis dataset with 1.9M reactions from patents (1976-2016). The task is: Predict the reactants needed to synthesize the given product. (1) The reactants are: [C:1]([NH:4][C:5]1[CH:10]=[CH:9][CH:8]=[CH:7][C:6]=1OS(C1C=CC(C)=CC=1)(=O)=O)(=[O:3])[CH3:2].[C:22]([C:24]1[CH2:29][CH2:28][CH2:27][CH2:26][CH:25]=1)#[CH:23]. Given the product [C:24]1([C:22]#[C:23][C:6]2[CH:7]=[CH:8][CH:9]=[CH:10][C:5]=2[NH:4][C:1](=[O:3])[CH3:2])[CH2:29][CH2:28][CH2:27][CH2:26][CH:25]=1, predict the reactants needed to synthesize it. (2) Given the product [CH2:33]([CH:29]1[CH:28]=[C:27]([CH3:36])[CH2:26][CH:25]([CH3:37])[CH:24]([O:79][CH3:78])[CH2:23][CH:22]2[O:40][C:18]([OH:44])([CH:19]([CH3:43])[CH2:20][CH:21]2[O:41][CH3:42])[C:17](=[O:45])[C:16](=[O:46])[N:15]2[CH:10]([CH2:11][CH2:12][CH2:13][CH2:14]2)[C:9](=[O:47])[O:8][CH:7]([C:48]([CH3:76])=[CH:49][CH:50]2[CH2:55][CH2:54][CH:53]([O:56][Si:57]([C:70]([CH3:72])([CH3:71])[CH3:73])([C:64]3[CH:65]=[CH:66][CH:67]=[CH:68][CH:69]=3)[C:58]3[CH:63]=[CH:62][CH:61]=[CH:60][CH:59]=3)[CH:52]([O:74][CH3:75])[CH2:51]2)[CH:6]([CH3:77])[CH:5]=[CH:31][C:30]1=[O:32])[CH:34]=[CH2:35], predict the reactants needed to synthesize it. The reactants are: C(O[CH:5]1[CH2:31][C:30](=[O:32])[CH:29]([CH2:33][CH:34]=[CH2:35])[CH:28]=[C:27]([CH3:36])[CH2:26][CH:25]([CH3:37])[CH2:24][CH:23](OC)[CH:22]2[O:40][C:18]([OH:44])([CH:19]([CH3:43])[CH2:20][CH:21]2[O:41][CH3:42])[C:17](=[O:45])[C:16](=[O:46])[N:15]2[CH:10]([CH2:11][CH2:12][CH2:13][CH2:14]2)[C:9](=[O:47])[O:8][CH:7]([C:48]([CH3:76])=[CH:49][CH:50]2[CH2:55][CH2:54][CH:53]([O:56][Si:57]([C:70]([CH3:73])([CH3:72])[CH3:71])([C:64]3[CH:69]=[CH:68][CH:67]=[CH:66][CH:65]=3)[C:58]3[CH:63]=[CH:62][CH:61]=[CH:60][CH:59]=3)[CH:52]([O:74][CH3:75])[CH2:51]2)[CH:6]1[CH3:77])(=O)C.[C:78](=O)([O-])[O-:79].[K+].[K+]. (3) Given the product [CH2:1]([C:7]1([C:13]([O:15][CH2:16][CH3:17])=[O:14])[CH2:11][CH2:10][CH2:9][CH:8]1[O:12][C:24](=[O:31])[C:25]1[CH:30]=[CH:29][CH:28]=[CH:27][CH:26]=1)[CH2:2][CH2:3][CH2:4][CH2:5][CH3:6], predict the reactants needed to synthesize it. The reactants are: [CH2:1]([C:7]1([C:13]([O:15][CH2:16][CH3:17])=[O:14])[CH2:11][CH2:10][CH2:9][CH:8]1[OH:12])[CH2:2][CH2:3][CH2:4][CH2:5][CH3:6].N1C=CC=CC=1.[C:24](Cl)(=[O:31])[C:25]1[CH:30]=[CH:29][CH:28]=[CH:27][CH:26]=1. (4) Given the product [CH2:11]([O:18][C:19]1[CH:20]=[CH:21][C:22]([O:25][C:2]2[C:3]([C:9]#[N:10])=[N:4][C:5]([Cl:8])=[CH:6][N:7]=2)=[CH:23][CH:24]=1)[C:12]1[CH:13]=[CH:14][CH:15]=[CH:16][CH:17]=1, predict the reactants needed to synthesize it. The reactants are: Cl[C:2]1[C:3]([C:9]#[N:10])=[N:4][C:5]([Cl:8])=[CH:6][N:7]=1.[CH2:11]([O:18][C:19]1[CH:24]=[CH:23][C:22]([OH:25])=[CH:21][CH:20]=1)[C:12]1[CH:17]=[CH:16][CH:15]=[CH:14][CH:13]=1.C(=O)([O-])[O-].[K+].[K+].C(OCC)(=O)C. (5) Given the product [F:17][C:18]1[CH:19]=[C:20]2[C:24](=[CH:25][CH:26]=1)[NH:23][CH:22]=[C:21]2[CH2:27][CH2:28][CH2:29][N:4]([CH:1]([CH3:3])[CH3:2])[CH:5]1[CH2:14][C:13]2[C:8](=[CH:9][CH:10]=[CH:11][C:12]=2[O:15][CH3:16])[O:7][CH2:6]1, predict the reactants needed to synthesize it. The reactants are: [CH:1]([NH:4][CH:5]1[CH2:14][C:13]2[C:8](=[CH:9][CH:10]=[CH:11][C:12]=2[O:15][CH3:16])[O:7][CH2:6]1)([CH3:3])[CH3:2].[F:17][C:18]1[CH:19]=[C:20]2[C:24](=[CH:25][CH:26]=1)[NH:23][CH:22]=[C:21]2[CH2:27][CH2:28][CH:29]=O.C(O)(=O)C.C([BH3-])#N.[Na+]. (6) Given the product [NH2:1][C:2]1[C:3]([C:14]([O:16][CH2:17][CH3:18])=[O:15])=[N:4][O:5][C:6]=1[C:7]1[CH:12]=[CH:11][CH:10]=[C:9](/[CH:39]=[CH:40]/[CH2:41][OH:42])[CH:8]=1, predict the reactants needed to synthesize it. The reactants are: [NH2:1][C:2]1[C:3]([C:14]([O:16][CH2:17][CH3:18])=[O:15])=[N:4][O:5][C:6]=1[C:7]1[CH:12]=[CH:11][CH:10]=[C:9](Br)[CH:8]=1.[F-].[Cs+].P(C(C)(C)C)(C(C)(C)C)C(C)(C)C.C([Sn](CCCC)(CCCC)[CH2:39][CH2:40][CH2:41][OH:42])CCC.